The task is: Predict which catalyst facilitates the given reaction.. This data is from Catalyst prediction with 721,799 reactions and 888 catalyst types from USPTO. (1) The catalyst class is: 427. Product: [CH2:15]([O:14][C@@H:9]([CH2:8][C:5]1[CH:6]=[CH:7][C:2]([C:26]2[CH:27]=[CH:28][CH:29]=[C:24]([NH:23][CH3:22])[CH:25]=2)=[CH:3][CH:4]=1)[C:10]([O:12][CH3:13])=[O:11])[C:16]1[CH:21]=[CH:20][CH:19]=[CH:18][CH:17]=1. Reactant: Br[C:2]1[CH:7]=[CH:6][C:5]([CH2:8][C@H:9]([O:14][CH2:15][C:16]2[CH:21]=[CH:20][CH:19]=[CH:18][CH:17]=2)[C:10]([O:12][CH3:13])=[O:11])=[CH:4][CH:3]=1.[CH3:22][NH:23][C:24]1[CH:29]=[CH:28][CH:27]=[C:26](B2OC(C)(C)C(C)(C)O2)[CH:25]=1.P([O-])([O-])([O-])=O.[K+].[K+].[K+].O. (2) Reactant: [CH3:1][N:2]1[C:6]([CH:7]2[CH2:12][CH:11]([S:13]([C:16]3[CH:21]=[CH:20][CH:19]=[C:18]([C:22]([F:25])([F:24])[F:23])[CH:17]=3)(=[O:15])=[O:14])[CH2:10][CH2:9][O:8]2)=[CH:5][C:4]([C:26]([F:29])([F:28])[F:27])=[N:3]1.[CH3:30]C([O-])(C)C.[K+]. The catalyst class is: 1. Product: [CH3:1][N:2]1[C:6]([CH:7]2[CH2:12][C:11]([CH3:30])([S:13]([C:16]3[CH:21]=[CH:20][CH:19]=[C:18]([C:22]([F:25])([F:24])[F:23])[CH:17]=3)(=[O:15])=[O:14])[CH2:10][CH2:9][O:8]2)=[CH:5][C:4]([C:26]([F:27])([F:29])[F:28])=[N:3]1. (3) Reactant: C(OC([NH:8][C:9]1[C:18]2[C:13](=[CH:14][CH:15]=[CH:16][CH:17]=2)[C:12]([C:19]([C:21]2[CH:26]=[CH:25][N:24]=[C:23]([NH:27]C(OC(C)(C)C)=O)[CH:22]=2)=[O:20])=[CH:11][CH:10]=1)=O)(C)(C)C.C(O)(C(F)(F)F)=O. Product: [NH2:8][C:9]1[C:18]2[C:13](=[CH:14][CH:15]=[CH:16][CH:17]=2)[C:12]([C:19]([C:21]2[CH:26]=[CH:25][N:24]=[C:23]([NH2:27])[CH:22]=2)=[O:20])=[CH:11][CH:10]=1. The catalyst class is: 2. (4) Reactant: [C:1]([O:5][C:6](=[O:35])[NH:7][C:8]1([C:12]2[CH:17]=[CH:16][C:15]([C:18]3[N:19]=[C:20]4[CH:25]=[CH:24][C:23]([CH2:26]O)=[CH:22][N:21]4[C:28]=3[C:29]3[CH:34]=[CH:33][CH:32]=[CH:31][CH:30]=3)=[CH:14][CH:13]=2)[CH2:11][CH2:10][CH2:9]1)([CH3:4])([CH3:3])[CH3:2].C(N(CC)CC)C.CS([Cl:47])(=O)=O. Product: [C:1]([O:5][C:6](=[O:35])[NH:7][C:8]1([C:12]2[CH:17]=[CH:16][C:15]([C:18]3[N:19]=[C:20]4[CH:25]=[CH:24][C:23]([CH2:26][Cl:47])=[CH:22][N:21]4[C:28]=3[C:29]3[CH:34]=[CH:33][CH:32]=[CH:31][CH:30]=3)=[CH:14][CH:13]=2)[CH2:11][CH2:10][CH2:9]1)([CH3:4])([CH3:3])[CH3:2]. The catalyst class is: 2. (5) Reactant: [O:1]1[CH:5]=[CH:4][N:3]=[CH:2]1.CCCCCC.C([Li])CCC.O([Si:25]([CH:32]([CH3:34])[CH3:33])([CH:29]([CH3:31])[CH3:30])[CH:26]([CH3:28])[CH3:27])S(C(F)(F)F)(=O)=O. Product: [CH:26]([Si:25]([CH:32]([CH3:34])[CH3:33])([CH:29]([CH3:31])[CH3:30])[C:2]1[O:1][CH:5]=[CH:4][N:3]=1)([CH3:28])[CH3:27]. The catalyst class is: 1. (6) Reactant: C(N(CC)CC)C.[C:8](Cl)(=[O:10])[CH3:9].[SH:12][CH2:13][CH2:14][C:15]([N:17]([CH3:29])[C:18]1[S:19][C:20]([C:23]2[CH:24]=[N:25][CH:26]=[CH:27][CH:28]=2)=[N:21][N:22]=1)=[O:16].C(OCC)(=O)C. Product: [C:8](=[O:10])([S:12][CH2:13][CH2:14][C:15]([N:17]([CH3:29])[C:18]1[S:19][C:20]([C:23]2[CH:24]=[N:25][CH:26]=[CH:27][CH:28]=2)=[N:21][N:22]=1)=[O:16])[CH3:9]. The catalyst class is: 26. (7) Reactant: [CH2:1]([O:3][C:4]([C:6]1[NH:7][CH:8]=[CH:9][CH:10]=1)=[O:5])[CH3:2].[Cl-].[Al+3].[Cl-].[Cl-].[F:15][C:16]1[CH:21]=[CH:20][C:19]([CH2:22][C:23](Cl)=[O:24])=[CH:18][CH:17]=1. Product: [CH2:1]([O:3][C:4]([C:6]1[NH:7][CH:8]=[C:9]([C:23](=[O:24])[CH2:22][C:19]2[CH:20]=[CH:21][C:16]([F:15])=[CH:17][CH:18]=2)[CH:10]=1)=[O:5])[CH3:2]. The catalyst class is: 68. (8) Reactant: [F:1][C:2]1[CH:3]=[C:4]([C:9]2([OH:14])[CH2:13][CH2:12][NH:11][CH2:10]2)[CH:5]=[CH:6][C:7]=1[F:8].C(=O)([O-])[O-].[K+].[K+].I[CH2:22][CH3:23].C(=O)([O-])[O-].[Na+].[Na+]. Product: [F:1][C:2]1[CH:3]=[C:4]([C:9]2([OH:14])[CH2:13][CH2:12][N:11]([CH2:22][CH3:23])[CH2:10]2)[CH:5]=[CH:6][C:7]=1[F:8]. The catalyst class is: 10.